From a dataset of Full USPTO retrosynthesis dataset with 1.9M reactions from patents (1976-2016). Predict the reactants needed to synthesize the given product. (1) Given the product [NH2:20][C:11]1[CH:12]=[N:13][C:14]2[C:19]([C:10]=1[NH:9][CH2:8][C:2]([CH3:1])([CH3:23])[C:3]([O:5][CH2:6][CH3:7])=[O:4])=[CH:18][CH:17]=[CH:16][CH:15]=2, predict the reactants needed to synthesize it. The reactants are: [CH3:1][C:2]([CH3:23])([CH2:8][NH:9][C:10]1[C:19]2[C:14](=[CH:15][CH:16]=[CH:17][CH:18]=2)[N:13]=[CH:12][C:11]=1[N+:20]([O-])=O)[C:3]([O:5][CH2:6][CH3:7])=[O:4].S(S([O-])=O)([O-])=O.[Na+].[Na+].C(=O)([O-])[O-].[K+].[K+].ClCCl. (2) Given the product [CH3:1][O:2][C:3]1[CH:11]=[C:10]2[C:6]([CH:7]=[N:8][NH:9]2)=[CH:5][C:4]=1[NH:12][C:13]1[C:14]2[N:21]=[C:20]([CH2:22][CH2:23][CH2:24][C:25]([N:29]([CH3:30])[CH3:28])=[O:27])[S:19][C:15]=2[N:16]=[CH:17][N:18]=1, predict the reactants needed to synthesize it. The reactants are: [CH3:1][O:2][C:3]1[CH:11]=[C:10]2[C:6]([CH:7]=[N:8][NH:9]2)=[CH:5][C:4]=1[NH:12][C:13]1[C:14]2[N:21]=[C:20]([CH2:22][CH2:23][CH2:24][C:25]([OH:27])=O)[S:19][C:15]=2[N:16]=[CH:17][N:18]=1.[CH3:28][NH:29][CH3:30]. (3) The reactants are: Br[C:2]1[CH:7]=[CH:6][C:5]([C@H:8]([NH:13][C@H:14]([C:20]([OH:22])=[O:21])[CH2:15][C:16]([F:19])([CH3:18])[CH3:17])[C:9]([F:12])([F:11])[F:10])=[CH:4][CH:3]=1.[C:23]([O-])(=O)[CH3:24].[K+].[B:28]1([B:28]2[O:32][C:31]([CH3:34])([CH3:33])[C:30]([CH3:36])([CH3:35])[O:29]2)[O:32][C:31]([CH3:34])([CH3:33])[C:30]([CH3:36])([CH3:35])[O:29]1. Given the product [F:19][C:16]([CH3:18])([CH3:17])[CH2:15][C@@H:14]([C:20]([O:22][CH2:23][CH3:24])=[O:21])[NH:13][C@@H:8]([C:5]1[CH:6]=[CH:7][C:2]([B:28]2[O:32][C:31]([CH3:34])([CH3:33])[C:30]([CH3:36])([CH3:35])[O:29]2)=[CH:3][CH:4]=1)[C:9]([F:12])([F:11])[F:10], predict the reactants needed to synthesize it. (4) Given the product [NH2:1][C:2]1[CH:3]=[C:4]([CH:14]=[CH:15][CH:16]=1)[O:5][C:6]1[CH:11]=[CH:10][N:9]=[C:8]([C:12]([NH:18][OH:19])=[NH:13])[CH:7]=1, predict the reactants needed to synthesize it. The reactants are: [NH2:1][C:2]1[CH:3]=[C:4]([CH:14]=[CH:15][CH:16]=1)[O:5][C:6]1[CH:11]=[CH:10][N:9]=[C:8]([C:12]#[N:13])[CH:7]=1.Cl.[NH2:18][OH:19].C(=O)([O-])[O-].[Na+].[Na+].C(O)C. (5) Given the product [CH3:1][O:2][C:3](=[O:28])[NH:4][CH:5]([C:9]([N:11]1[CH2:15][CH2:14][CH2:13][CH:12]1[C:16]1[NH:17][C:18]([C:21]2[CH:26]=[CH:25][C:24]([C:56]#[C:55][C:52]3[CH:53]=[CH:54][C:49]([C:46]4[NH:45][C:44]([CH:40]5[CH2:41][CH2:42][CH2:43][N:39]5[C:37](=[O:38])[CH:33]([NH:32][C:31]([O:30][CH3:29])=[O:57])[CH:34]([CH3:36])[CH3:35])=[N:48][CH:47]=4)=[CH:50][CH:51]=3)=[CH:23][CH:22]=2)=[CH:19][N:20]=1)=[O:10])[CH:6]([CH3:8])[CH3:7], predict the reactants needed to synthesize it. The reactants are: [CH3:1][O:2][C:3](=[O:28])[NH:4][CH:5]([C:9]([N:11]1[CH2:15][CH2:14][CH2:13][CH:12]1[C:16]1[NH:17][C:18]([C:21]2[CH:26]=[CH:25][C:24](Br)=[CH:23][CH:22]=2)=[CH:19][N:20]=1)=[O:10])[CH:6]([CH3:8])[CH3:7].[CH3:29][O:30][C:31](=[O:57])[NH:32][CH:33]([C:37]([N:39]1[CH2:43][CH2:42][CH2:41][CH:40]1[C:44]1[NH:45][C:46]([C:49]2[CH:54]=[CH:53][C:52]([C:55]#[CH:56])=[CH:51][CH:50]=2)=[CH:47][N:48]=1)=[O:38])[CH:34]([CH3:36])[CH3:35].C(N(CC)CC)C.N#N. (6) Given the product [NH2:1][C:2]1[N:3]=[C:4]([N:17]2[CH2:18][CH2:19][N:20]([C:30]([NH:29][C:26]3[CH:27]=[CH:28][C:23]([CH3:32])=[CH:24][CH:25]=3)=[O:31])[CH2:21][CH2:22]2)[C:5]2[N:10]=[C:9]([C:11]3[CH:12]=[N:13][CH:14]=[CH:15][CH:16]=3)[S:8][C:6]=2[N:7]=1, predict the reactants needed to synthesize it. The reactants are: [NH2:1][C:2]1[N:3]=[C:4]([N:17]2[CH2:22][CH2:21][NH:20][CH2:19][CH2:18]2)[C:5]2[N:10]=[C:9]([C:11]3[CH:12]=[N:13][CH:14]=[CH:15][CH:16]=3)[S:8][C:6]=2[N:7]=1.[C:23]1([CH3:32])[CH:28]=[CH:27][C:26]([N:29]=[C:30]=[O:31])=[CH:25][CH:24]=1. (7) Given the product [CH:17]([O:22][CH:14]([CH3:13])[CH3:9])([CH3:18])[CH3:25].[C:17]([N:1]1[CH2:2][CH2:3][CH:4]([NH:7][C:8](=[O:16])[C:9]2[CH:14]=[CH:13][C:12]([F:15])=[CH:11][CH:10]=2)[CH2:5][CH2:6]1)(=[O:22])[C:18]([CH3:21])([CH3:20])[CH3:19], predict the reactants needed to synthesize it. The reactants are: [NH:1]1[CH2:6][CH2:5][CH:4]([NH:7][C:8](=[O:16])[C:9]2[CH:14]=[CH:13][C:12]([F:15])=[CH:11][CH:10]=2)[CH2:3][CH2:2]1.[C:17](Cl)(=[O:22])[C:18]([CH3:21])([CH3:20])[CH3:19].N1C=CC=C[CH:25]=1. (8) Given the product [C:18]([O:22][C:23]([N:25]1[CH2:30][CH2:29][CH:28]([CH2:31][O:17][C:14]2[CH:15]=[CH:16][C:11]([C:8]3[CH2:9][CH2:10][N:5]([S:2]([CH3:1])(=[O:3])=[O:4])[CH2:6][CH:7]=3)=[N:12][CH:13]=2)[CH2:27][CH2:26]1)=[O:24])([CH3:21])([CH3:19])[CH3:20], predict the reactants needed to synthesize it. The reactants are: [CH3:1][S:2]([N:5]1[CH2:10][CH:9]=[C:8]([C:11]2[CH:16]=[CH:15][C:14]([OH:17])=[CH:13][N:12]=2)[CH2:7][CH2:6]1)(=[O:4])=[O:3].[C:18]([O:22][C:23]([N:25]1[CH2:30][CH2:29][CH:28]([CH:31](OS(C)(=O)=O)C)[CH2:27][CH2:26]1)=[O:24])([CH3:21])([CH3:20])[CH3:19].C(=O)([O-])[O-].[K+].[K+].CN(C)C=O. (9) Given the product [CH3:16][C:17]([CH3:20])([CH2:18][CH3:19])[C:11](=[O:13])[C:10]([N:6]1[CH:5]([C:3]([O:2][CH3:1])=[O:4])[CH2:9][O:8][CH2:7]1)=[O:15], predict the reactants needed to synthesize it. The reactants are: [CH3:1][O:2][C:3]([CH:5]1[CH2:9][O:8][CH2:7][N:6]1[C:10](=[O:15])[C:11]([O:13]C)=O)=[O:4].[CH3:16][C:17]([Mg]Cl)([CH3:20])[CH2:18][CH3:19]. (10) Given the product [C:1]([C:5]1[CH:6]=[C:7]([NH2:10])[N:8]([C:29]2[N:30]=[CH:31][N:32]([CH2:33][CH2:34][O:35][CH:36]3[CH2:41][CH2:40][CH2:39][CH2:38][O:37]3)[CH:28]=2)[N:9]=1)([CH3:4])([CH3:3])[CH3:2], predict the reactants needed to synthesize it. The reactants are: [C:1]([C:5]1[CH:6]=[C:7]([NH2:10])[NH:8][N:9]=1)([CH3:4])([CH3:3])[CH3:2].C([O-])([O-])=O.[K+].[K+].CN[C@@H]1CCCC[C@H]1NC.I[C:28]1[N:32]([CH2:33][CH2:34][O:35][CH:36]2[CH2:41][CH2:40][CH2:39][CH2:38][O:37]2)[CH:31]=[N:30][CH:29]=1.